This data is from Forward reaction prediction with 1.9M reactions from USPTO patents (1976-2016). The task is: Predict the product of the given reaction. Given the reactants [Si]([O:8][CH2:9][C:10]1[S:11][CH:12]=[C:13]([C:15]([C:21]2[CH:22]=[C:23]3[C:27](=[CH:28][CH:29]=2)[N:26]([C:30]2[CH:35]=[CH:34][C:33]([F:36])=[CH:32][CH:31]=2)[N:25]=[CH:24]3)([OH:20])[C:16]([F:19])([F:18])[F:17])[N:14]=1)(C(C)(C)C)(C)C.[F-].C([N+](CCCC)(CCCC)CCCC)CCC, predict the reaction product. The product is: [F:18][C:16]([F:17])([F:19])[C:15]([C:21]1[CH:22]=[C:23]2[C:27](=[CH:28][CH:29]=1)[N:26]([C:30]1[CH:35]=[CH:34][C:33]([F:36])=[CH:32][CH:31]=1)[N:25]=[CH:24]2)([C:13]1[N:14]=[C:10]([CH2:9][OH:8])[S:11][CH:12]=1)[OH:20].